From a dataset of Forward reaction prediction with 1.9M reactions from USPTO patents (1976-2016). Predict the product of the given reaction. (1) The product is: [F:1][C:2]([F:42])([F:41])[C:3]1[CH:4]=[C:5]([C@H:13]2[O:18][C:17](=[O:19])[N:16]([CH2:20][C:21]3[C:26]([C:27]4[CH:32]=[C:31]([CH:33]([CH3:35])[CH3:34])[C:30]([F:36])=[CH:29][C:28]=4[O:37][CH3:38])=[CH:25][CH:24]=[C:23]([C:43]([CH3:45])=[CH2:44])[N:22]=3)[C@@H:15]([CH3:40])[CH2:14]2)[CH:6]=[C:7]([C:9]([F:12])([F:11])[F:10])[CH:8]=1. Given the reactants [F:1][C:2]([F:42])([F:41])[C:3]1[CH:4]=[C:5]([C@H:13]2[O:18][C:17](=[O:19])[N:16]([CH2:20][C:21]3[C:26]([C:27]4[CH:32]=[C:31]([CH:33]([CH3:35])[CH3:34])[C:30]([F:36])=[CH:29][C:28]=4[O:37][CH3:38])=[CH:25][CH:24]=[C:23](Cl)[N:22]=3)[C@@H:15]([CH3:40])[CH2:14]2)[CH:6]=[C:7]([C:9]([F:12])([F:11])[F:10])[CH:8]=1.[C:43](B(O)O)([CH3:45])=[CH2:44], predict the reaction product. (2) Given the reactants [Cl:1][C:2]1[S:6][C:5]([C:7]([NH:9][CH2:10][C@H:11]([NH:15][S:16]([C:19]2[CH:24]=[CH:23][CH:22]=[C:21]([N:25]3[CH2:30][CH2:29][CH2:28][CH2:27][C:26]3=[O:31])[C:20]=2[O:32][CH:33]([F:35])[F:34])(=[O:18])=[O:17])[C:12](O)=[O:13])=[O:8])=[CH:4][CH:3]=1.[CH2:36]([O:38][C:39]([CH:41]1[CH2:46][CH2:45][NH:44][CH2:43][CH2:42]1)=[O:40])[CH3:37], predict the reaction product. The product is: [CH2:36]([O:38][C:39]([CH:41]1[CH2:46][CH2:45][N:44]([C:12](=[O:13])[C@@H:11]([NH:15][S:16]([C:19]2[CH:24]=[CH:23][CH:22]=[C:21]([N:25]3[CH2:30][CH2:29][CH2:28][CH2:27][C:26]3=[O:31])[C:20]=2[O:32][CH:33]([F:34])[F:35])(=[O:18])=[O:17])[CH2:10][NH:9][C:7]([C:5]2[S:6][C:2]([Cl:1])=[CH:3][CH:4]=2)=[O:8])[CH2:43][CH2:42]1)=[O:40])[CH3:37]. (3) Given the reactants [F:1][C:2]([F:21])([F:20])[C:3]([NH:5][C@@H:6]([CH3:19])[CH2:7][O:8][C:9]1[CH:18]=[CH:17][C:12]([C:13]([O:15][CH3:16])=[O:14])=[CH:11][CH:10]=1)=[O:4].[C:22]([O-])([O-])=O.[K+].[K+].CI, predict the reaction product. The product is: [CH3:22][N:5]([C@@H:6]([CH3:19])[CH2:7][O:8][C:9]1[CH:18]=[CH:17][C:12]([C:13]([O:15][CH3:16])=[O:14])=[CH:11][CH:10]=1)[C:3](=[O:4])[C:2]([F:20])([F:21])[F:1]. (4) Given the reactants [CH3:1][C:2]1[CH:3]=[C:4]([CH:18]=[C:19]([CH3:21])[CH:20]=1)[CH2:5][CH:6]1[C:13]2[CH:12]=[C:11]([C:14]([O:16]C)=[O:15])[NH:10][C:9]=2[CH2:8][CH2:7]1.O.[OH-].[Li+].CO, predict the reaction product. The product is: [CH3:21][C:19]1[CH:18]=[C:4]([CH:3]=[C:2]([CH3:1])[CH:20]=1)[CH2:5][CH:6]1[C:13]2[CH:12]=[C:11]([C:14]([OH:16])=[O:15])[NH:10][C:9]=2[CH2:8][CH2:7]1.